This data is from Forward reaction prediction with 1.9M reactions from USPTO patents (1976-2016). The task is: Predict the product of the given reaction. (1) Given the reactants [NH:1]1[C:9]2[C:4](=[CH:5][CH:6]=[CH:7][CH:8]=2)[C:3]([CH2:10][C@H:11]([NH2:13])[CH3:12])=[CH:2]1.FC(F)(F)S(O[CH2:20][C:21]([F:24])([F:23])[F:22])(=O)=O.CCN(C(C)C)C(C)C, predict the reaction product. The product is: [NH:1]1[C:9]2[C:4](=[CH:5][CH:6]=[CH:7][CH:8]=2)[C:3]([CH2:10][C@H:11]([NH:13][CH2:20][C:21]([F:24])([F:23])[F:22])[CH3:12])=[CH:2]1. (2) Given the reactants [CH2:1]([Mg]Br)[CH3:2].[Br:5][C:6]1[CH:7]=[C:8]2[N:16]([CH3:17])[CH:15]=[CH:14][C:9]2=[N:10][C:11]=1[C:12]#[N:13].[BH4-].[Na+], predict the reaction product. The product is: [Br:5][C:6]1[CH:7]=[C:8]2[N:16]([CH3:17])[CH:15]=[CH:14][C:9]2=[N:10][C:11]=1[CH:12]([NH2:13])[CH2:1][CH3:2]. (3) Given the reactants [ClH:1].[CH2:2]([C:5]1[N:6]=[C:7]([NH2:10])[NH:8][CH:9]=1)[C:3]#[CH:4].[N:11]([CH2:14][C:15]1[NH:19][C:18]2[CH:20]=[C:21]([CH3:25])[C:22]([CH3:24])=[CH:23][C:17]=2[N:16]=1)=[N+:12]=[N-:13], predict the reaction product. The product is: [ClH:1].[ClH:1].[CH3:24][C:22]1[C:21]([CH3:25])=[CH:20][C:18]2[NH:19][C:15]([CH2:14][N:11]3[CH:4]=[C:3]([CH2:2][C:5]4[N:6]=[C:7]([NH2:10])[NH:8][CH:9]=4)[N:13]=[N:12]3)=[N:16][C:17]=2[CH:23]=1. (4) The product is: [CH2:1]([S:3]([C:4]1[C:5]([C:10]2[N:25]([CH3:26])[C:13]3=[N:14][CH:15]=[C:16]([C:18]([F:24])([F:23])[C:19]([F:20])([F:21])[F:22])[CH:17]=[C:12]3[N:11]=2)=[N:6][CH:7]=[CH:8][CH:9]=1)=[O:35])[CH3:2]. Given the reactants [CH2:1]([S:3][C:4]1[C:5]([C:10]2[N:25]([CH3:26])[C:13]3=[N:14][CH:15]=[C:16]([C:18]([F:24])([F:23])[C:19]([F:22])([F:21])[F:20])[CH:17]=[C:12]3[N:11]=2)=[N:6][CH:7]=[CH:8][CH:9]=1)[CH3:2].ClC1C=CC=C(C(OO)=[O:35])C=1.C(=O)([O-])O.[Na+].S([O-])([O-])(=O)=S.[Na+].[Na+], predict the reaction product. (5) Given the reactants [F:1][C:2]1[CH:3]=[C:4]([NH2:10])[CH:5]=[N:6][C:7]=1[O:8][CH3:9].F[C:12]1[C:17]([C:18]2[N:23]=[C:22]([CH3:24])[N:21]=[C:20]([N:25]([CH2:35][C:36]3[CH:41]=[CH:40][C:39]([O:42][CH3:43])=[CH:38][CH:37]=3)[CH2:26][C:27]3[CH:32]=[CH:31][C:30]([O:33][CH3:34])=[CH:29][CH:28]=3)[N:19]=2)=[CH:16][CH:15]=[CH:14][N:13]=1.[Li+].C[Si]([N-][Si](C)(C)C)(C)C, predict the reaction product. The product is: [F:1][C:2]1[CH:3]=[C:4]([NH:10][C:12]2[C:17]([C:18]3[N:23]=[C:22]([CH3:24])[N:21]=[C:20]([N:25]([CH2:26][C:27]4[CH:28]=[CH:29][C:30]([O:33][CH3:34])=[CH:31][CH:32]=4)[CH2:35][C:36]4[CH:37]=[CH:38][C:39]([O:42][CH3:43])=[CH:40][CH:41]=4)[N:19]=3)=[CH:16][CH:15]=[CH:14][N:13]=2)[CH:5]=[N:6][C:7]=1[O:8][CH3:9]. (6) Given the reactants Cl.Cl.[O:3]1[C:8]2=[CH:9][CH:10]=[CH:11][C:7]2=[CH:6][C:5]([CH:12]2[CH2:17][CH2:16][CH2:15][CH2:14][N:13]2[CH2:18][CH2:19][C@H:20]2[CH2:25][CH2:24][C@H:23]([NH2:26])[CH2:22][CH2:21]2)=[CH:4]1.[Cl:27][C:28]1[CH:36]=[CH:35][C:31]([C:32](O)=[O:33])=[CH:30][CH:29]=1, predict the reaction product. The product is: [O:3]1[C:8]2=[CH:9][CH:10]=[CH:11][C:7]2=[CH:6][C:5]([CH:12]2[CH2:17][CH2:16][CH2:15][CH2:14][N:13]2[CH2:18][CH2:19][C@H:20]2[CH2:21][CH2:22][C@H:23]([NH:26][C:32](=[O:33])[C:31]3[CH:35]=[CH:36][C:28]([Cl:27])=[CH:29][CH:30]=3)[CH2:24][CH2:25]2)=[CH:4]1. (7) Given the reactants [Si]([O:18][C@@H:19]1[CH2:24][CH2:23][CH2:22][CH2:21][C@H:20]1[CH2:25][O:26][C:27]1[CH:50]=[CH:49][C:30]2[C:31]([CH2:34][CH2:35][CH:36]3[CH2:41][CH2:40][N:39](C(OC(C)(C)C)=O)[CH2:38][CH2:37]3)=[N:32][O:33][C:29]=2[C:28]=1[CH2:51][N:52]([CH3:54])[CH3:53])(C(C)(C)C)(C1C=CC=CC=1)C1C=CC=CC=1.Cl.F.[OH-].[Na+], predict the reaction product. The product is: [CH3:53][N:52]([CH2:51][C:28]1[C:29]2[O:33][N:32]=[C:31]([CH2:34][CH2:35][CH:36]3[CH2:41][CH2:40][NH:39][CH2:38][CH2:37]3)[C:30]=2[CH:49]=[CH:50][C:27]=1[O:26][CH2:25][C@@H:20]1[CH2:21][CH2:22][CH2:23][CH2:24][C@H:19]1[OH:18])[CH3:54]. (8) Given the reactants [CH2:1]1[C:10]2[C:5](=[CH:6][CH:7]=[C:8]([C:11]#[N:12])[CH:9]=2)[CH2:4][CH2:3][NH:2]1.C(N(CC)CC)C.Br[CH2:21][CH2:22][CH2:23][CH3:24], predict the reaction product. The product is: [CH2:21]([N:2]1[CH2:3][CH2:4][C:5]2[C:10](=[CH:9][C:8]([C:11]#[N:12])=[CH:7][CH:6]=2)[CH2:1]1)[CH2:22][CH2:23][CH3:24].